Dataset: Forward reaction prediction with 1.9M reactions from USPTO patents (1976-2016). Task: Predict the product of the given reaction. (1) Given the reactants CO[C:3](=[O:16])[C:4]1[CH:9]=[CH:8][CH:7]=[C:6]([C:10]2[N:11]=[CH:12][O:13][C:14]=2[CH3:15])[CH:5]=1.[C:17]([O:20][C:21]([CH3:24])([CH3:23])[CH3:22])(=[O:19])[CH3:18].[Li], predict the reaction product. The product is: [C:21]([O:20][C:17](=[O:19])[CH2:18][C:3]([C:4]1[CH:9]=[CH:8][CH:7]=[C:6]([C:10]2[N:11]=[CH:12][O:13][C:14]=2[CH3:15])[CH:5]=1)=[O:16])([CH3:24])([CH3:23])[CH3:22]. (2) Given the reactants [CH2:1]([S:8][CH:9]([CH:35]([O:38][CH3:39])[O:36][CH3:37])[CH2:10][NH:11][C:12]([C:14]1[NH:15][C:16]2[C:21]([CH:22]=1)=[CH:20][C:19]([O:23][C:24]1[CH:29]=[CH:28][C:27]([S:30]([CH3:33])(=[O:32])=[O:31])=[CH:26][CH:25]=1)=[CH:18][C:17]=2[OH:34])=[O:13])[C:2]1[CH:7]=[CH:6][CH:5]=[CH:4][CH:3]=1.C(P(CCCC)CCCC)CCC.[CH3:53][O:54][CH2:55][CH:56](O)[CH3:57].N(C(N1CCCCC1)=O)=NC(N1CCCCC1)=O, predict the reaction product. The product is: [CH2:1]([S:8][CH:9]([CH:35]([O:38][CH3:39])[O:36][CH3:37])[CH2:10][NH:11][C:12]([C:14]1[NH:15][C:16]2[C:21]([CH:22]=1)=[CH:20][C:19]([O:23][C:24]1[CH:29]=[CH:28][C:27]([S:30]([CH3:33])(=[O:31])=[O:32])=[CH:26][CH:25]=1)=[CH:18][C:17]=2[O:34][CH:56]([CH3:57])[CH2:55][O:54][CH3:53])=[O:13])[C:2]1[CH:3]=[CH:4][CH:5]=[CH:6][CH:7]=1. (3) The product is: [CH3:1][O:2][C:3](=[O:43])[CH2:4][C@H:5]1[C:9]2[CH:10]=[CH:11][C:12]([O:14][C@H:15]3[C:23]4[C:18](=[C:19]([O:25][C:26]5[CH:31]=[CH:30][C:29]([C:45]6[CH:50]=[CH:49][CH:48]=[C:47]([CH3:51])[N:46]=6)=[CH:28][C:27]=5[C:41]#[N:42])[CH:20]=[CH:21][C:22]=4[F:24])[CH2:17][CH2:16]3)=[CH:13][C:8]=2[O:7][CH2:6]1. Given the reactants [CH3:1][O:2][C:3](=[O:43])[CH2:4][C@H:5]1[C:9]2[CH:10]=[CH:11][C:12]([O:14][C@H:15]3[C:23]4[C:18](=[C:19]([O:25][C:26]5[CH:31]=[CH:30][C:29](B6OC(C)(C)C(C)(C)O6)=[CH:28][C:27]=5[C:41]#[N:42])[CH:20]=[CH:21][C:22]=4[F:24])[CH2:17][CH2:16]3)=[CH:13][C:8]=2[O:7][CH2:6]1.Br[C:45]1[CH:50]=[CH:49][CH:48]=[C:47]([CH3:51])[N:46]=1, predict the reaction product. (4) The product is: [NH2:1][C:2]1[N:3]([CH3:24])[C:4](=[O:23])[C:5]2([C:15]3[C:10](=[CH:11][CH:12]=[C:13]([C:31]4[CH:30]=[CH:29][CH:28]=[C:27]([O:26][CH3:25])[CH:32]=4)[CH:14]=3)[O:9][CH:8]([C:17]3[CH:22]=[CH:21][CH:20]=[CH:19][CH:18]=3)[CH2:7]2)[N:6]=1. Given the reactants [NH2:1][C:2]1[N:3]([CH3:24])[C:4](=[O:23])[C:5]2([C:15]3[C:10](=[CH:11][CH:12]=[C:13](Br)[CH:14]=3)[O:9][CH:8]([C:17]3[CH:22]=[CH:21][CH:20]=[CH:19][CH:18]=3)[CH2:7]2)[N:6]=1.[CH3:25][O:26][C:27]1[CH:28]=[C:29](B(O)O)[CH:30]=[CH:31][CH:32]=1, predict the reaction product.